Dataset: Full USPTO retrosynthesis dataset with 1.9M reactions from patents (1976-2016). Task: Predict the reactants needed to synthesize the given product. (1) Given the product [CH2:1]([O:3][C:4]([C:6]12[CH2:13][CH:10]([CH2:11][CH2:12]1)[CH:9]([C:14]([OH:18])=[O:15])[CH2:8][CH2:7]2)=[O:5])[CH3:2], predict the reactants needed to synthesize it. The reactants are: [CH2:1]([O:3][C:4]([C:6]12[CH2:13][CH:10]([CH2:11][CH2:12]1)[CH:9]([CH:14]=[O:15])[CH2:8][CH2:7]2)=[O:5])[CH3:2].CC(C)=[O:18].OS(O)(=O)=O.O=[Cr](=O)=O. (2) Given the product [ClH:37].[Cl:37][C:35]1[CH:34]=[CH:33][C:32]([O:38][CH:39]([F:40])[F:41])=[C:31]([C:16]2[C:17]([NH:19][C:20]([C:22]3[CH:23]=[N:24][N:25]4[CH:30]=[CH:29][CH:28]=[N:27][C:26]=34)=[O:21])=[CH:18][N:14]([CH:11]3[CH2:10][CH2:9][NH:8][CH2:13][CH2:12]3)[N:15]=2)[CH:36]=1, predict the reactants needed to synthesize it. The reactants are: C(OC([N:8]1[CH2:13][CH2:12][CH:11]([N:14]2[CH:18]=[C:17]([NH:19][C:20]([C:22]3[CH:23]=[N:24][N:25]4[CH:30]=[CH:29][CH:28]=[N:27][C:26]=34)=[O:21])[C:16]([C:31]3[CH:36]=[C:35]([Cl:37])[CH:34]=[CH:33][C:32]=3[O:38][CH:39]([F:41])[F:40])=[N:15]2)[CH2:10][CH2:9]1)=O)(C)(C)C.C(O)(C(F)(F)F)=O.Cl. (3) Given the product [C:1]([O:5][C:6]([N:8]1[CH2:9][C@H:10]([O:39][CH2:40][C:41]2[CH:50]=[C:49]([O:51][CH3:52])[C:48]3[C:43](=[CH:44][CH:45]=[CH:46][CH:47]=3)[CH:42]=2)[C@@H:11]([C:19]2[CH:24]=[CH:23][C:22]([O:25][CH2:26][CH2:27][CH2:28][O:29][C:30]3[CH:35]=[CH:34][CH:33]=[CH:32][C:31]=3[N+:36]([O-:38])=[O:37])=[CH:21][CH:20]=2)[C@H:12]([O:14][CH2:15][C@H:16]([OH:17])[CH2:18][N:53]2[CH:57]=[N:56][CH:55]=[N:54]2)[CH2:13]1)=[O:7])([CH3:2])([CH3:3])[CH3:4], predict the reactants needed to synthesize it. The reactants are: [C:1]([O:5][C:6]([N:8]1[CH2:13][C@@H:12]([O:14][CH2:15][C@H:16]2[CH2:18][O:17]2)[C@H:11]([C:19]2[CH:24]=[CH:23][C:22]([O:25][CH2:26][CH2:27][CH2:28][O:29][C:30]3[CH:35]=[CH:34][CH:33]=[CH:32][C:31]=3[N+:36]([O-:38])=[O:37])=[CH:21][CH:20]=2)[C@@H:10]([O:39][CH2:40][C:41]2[CH:50]=[C:49]([O:51][CH3:52])[C:48]3[C:43](=[CH:44][CH:45]=[CH:46][CH:47]=3)[CH:42]=2)[CH2:9]1)=[O:7])([CH3:4])([CH3:3])[CH3:2].[NH:53]1[CH:57]=[N:56][CH:55]=[N:54]1.[H-].[Na+]. (4) Given the product [CH3:2][O:3][C:4]1[CH:9]=[CH:8][C:7]([CH2:10][S:11][CH2:13][CH2:14][O:15][CH2:16][CH2:17][O:18][CH2:19][CH2:20][OH:21])=[CH:6][CH:5]=1, predict the reactants needed to synthesize it. The reactants are: [Na].[CH3:2][O:3][C:4]1[CH:9]=[CH:8][C:7]([CH2:10][SH:11])=[CH:6][CH:5]=1.Cl[CH2:13][CH2:14][O:15][CH2:16][CH2:17][O:18][CH2:19][CH2:20][OH:21].[Cl-].[NH4+]. (5) Given the product [OH:4][C@H:5]1[CH2:10][CH2:9][C@@:8]([C@H:12]2[CH2:20][CH2:19][C@@:18]3([CH3:21])[C@@H:14]([CH2:15][CH2:16][C:17]3=[CH2:22])[C@@H:13]2[CH2:23][NH:24][C:29](=[O:30])[C:28]([CH3:33])([CH3:32])[CH3:27])([CH3:11])[C@@H:7]([CH2:25][OH:26])[CH2:6]1, predict the reactants needed to synthesize it. The reactants are: C([O:4][C@H:5]1[CH2:10][CH2:9][C@@:8]([C@H:12]2[CH2:20][CH2:19][C@@:18]3([CH3:21])[C@@H:14]([CH2:15][CH2:16][C:17]3=[CH2:22])[C@@H:13]2[CH2:23][NH2:24])([CH3:11])[C@@H:7]([CH2:25][OH:26])[CH2:6]1)(=O)C.[CH3:27][C:28]([CH3:33])([CH3:32])[C:29](Cl)=[O:30].[OH-].[Na+]. (6) Given the product [OH:31][CH:23]([C:24]1[CH:25]=[CH:26][C:27]([OH:30])=[CH:28][CH:29]=1)[CH:21]([NH:20][CH2:1][CH2:3][C:4]1[CH:18]=[CH:17][C:7]([O:8][CH2:9][C:10]([O:12][C:13]([CH3:16])([CH3:15])[CH3:14])=[O:11])=[CH:6][CH:5]=1)[CH3:22], predict the reactants needed to synthesize it. The reactants are: [CH:1]([CH2:3][C:4]1[CH:18]=[CH:17][C:7]([O:8][CH2:9][C:10]([O:12][C:13]([CH3:16])([CH3:15])[CH3:14])=[O:11])=[CH:6][CH:5]=1)=O.Cl.[NH2:20][CH:21]([CH:23]([OH:31])[C:24]1[CH:29]=[CH:28][C:27]([OH:30])=[CH:26][CH:25]=1)[CH3:22]. (7) Given the product [S:33]([C:31]1[S:32][C:28]([NH:27][C:12]([C:11]2[CH:10]=[N:9][N:8]3[C:3]([C:2]([F:26])([F:1])[F:25])=[CH:4][C:5]([C:15]4[CH:16]=[CH:17][C:18]([C:21]([F:23])([F:24])[F:22])=[CH:19][CH:20]=4)=[N:6][C:7]=23)=[O:14])=[N:29][N:30]=1)(=[O:35])(=[O:34])[NH2:36], predict the reactants needed to synthesize it. The reactants are: [F:1][C:2]([F:26])([F:25])[C:3]1[N:8]2[N:9]=[CH:10][C:11]([C:12]([OH:14])=O)=[C:7]2[N:6]=[C:5]([C:15]2[CH:20]=[CH:19][C:18]([C:21]([F:24])([F:23])[F:22])=[CH:17][CH:16]=2)[CH:4]=1.[NH2:27][C:28]1[S:32][C:31]([S:33]([NH2:36])(=[O:35])=[O:34])=[N:30][N:29]=1. (8) Given the product [OH:45][CH2:44][C:42]1[N:43]=[C:39]([C:35]2[CH:34]=[C:33]([C:32]3[CH2:31][C:30](=[O:53])[NH:23][C:9]4[CH:10]=[C:11]([C:19]([F:20])([F:21])[F:22])[C:12]([N:14]([CH3:18])[CH2:15][CH2:16][CH3:17])=[CH:13][C:8]=4[N:7]=3)[CH:38]=[CH:37][CH:36]=2)[S:40][CH:41]=1, predict the reactants needed to synthesize it. The reactants are: C(OC(=O)[NH:7][C:8]1[CH:13]=[C:12]([N:14]([CH3:18])[CH2:15][CH2:16][CH3:17])[C:11]([C:19]([F:22])([F:21])[F:20])=[CH:10][C:9]=1[NH2:23])(C)(C)C.C(O[C:30](=[O:53])[CH2:31][C:32](=O)[C:33]1[CH:38]=[CH:37][CH:36]=[C:35]([C:39]2[S:40][CH:41]=[C:42]([CH2:44][O:45]C3CCCCO3)[N:43]=2)[CH:34]=1)(C)(C)C.C(O)(C(F)(F)F)=O. (9) Given the product [C:15]([O:14][C:12]([NH:11][C:10]1[S:9][C:8]2[CH:19]=[C:20]([C:23]3[CH:28]=[CH:27][C:26]([F:29])=[CH:25][CH:24]=3)[CH:21]=[CH:22][C:7]=2[C:6]=1[C:4]([OH:5])=[O:3])=[O:13])([CH3:18])([CH3:16])[CH3:17], predict the reactants needed to synthesize it. The reactants are: C([O:3][C:4]([C:6]1[C:7]2[CH:22]=[CH:21][C:20]([C:23]3[CH:28]=[CH:27][C:26]([F:29])=[CH:25][CH:24]=3)=[CH:19][C:8]=2[S:9][C:10]=1[NH:11][C:12]([O:14][C:15]([CH3:18])([CH3:17])[CH3:16])=[O:13])=[O:5])C.[OH-].[K+]. (10) Given the product [CH3:1][C:2]1([CH3:38])[C:10]2[C:5](=[CH:6][C:7]([NH:11][C:12]3[C:21]4[C:16](=[C:17]([C:23]5[CH:24]=[C:25]6[C:30](=[CH:31][CH:32]=5)[N:29]=[C:28]([NH:33][CH3:34])[N:27]=[CH:26]6)[C:18]([CH3:22])=[CH:19][CH:20]=4)[CH:15]=[CH:14][N:13]=3)=[CH:8][CH:9]=2)[NH:4][CH2:3]1, predict the reactants needed to synthesize it. The reactants are: [CH3:1][C:2]1([CH3:38])[C:10]2[C:5](=[CH:6][C:7]([NH:11][C:12]3[C:21]4[C:16](=[C:17]([C:23]5[CH:24]=[C:25]6[C:30](=[CH:31][CH:32]=5)[N:29]=[C:28]([NH:33][CH3:34])[N:27]=[CH:26]6)[C:18]([CH3:22])=[CH:19][CH:20]=4)[CH:15]=[CH:14][N:13]=3)=[CH:8][CH:9]=2)[N:4](C(=O)C)[CH2:3]1.Cl.